From a dataset of Full USPTO retrosynthesis dataset with 1.9M reactions from patents (1976-2016). Predict the reactants needed to synthesize the given product. (1) The reactants are: C1(O[C:8](=[O:27])[NH:9][C:10]2[CH:15]=[C:14]([C:16]([CH3:19])([CH3:18])[CH3:17])[CH:13]=[C:12]([NH:20][S:21]([CH3:24])(=[O:23])=[O:22])[C:11]=2[O:25][CH3:26])C=CC=CC=1.[NH2:28][C:29]1[C:38]2[C:33](=[CH:34][CH:35]=[CH:36][CH:37]=2)[C:32]([O:39][C:40]2[CH:45]=[CH:44][N:43]=[C:42]([NH:46][C:47]3[CH:48]=[C:49]([CH:62]=[C:63]([O:65][CH3:66])[CH:64]=3)[C:50]([NH:52][CH2:53][CH2:54][N:55]3[CH2:60][CH2:59][N:58]([CH3:61])[CH2:57][CH2:56]3)=[O:51])[CH:41]=2)=[CH:31][CH:30]=1. Given the product [C:16]([C:14]1[CH:13]=[C:12]([NH:20][S:21]([CH3:24])(=[O:22])=[O:23])[C:11]([O:25][CH3:26])=[C:10]([NH:9][C:8](=[O:27])[NH:28][C:29]2[C:38]3[C:33](=[CH:34][CH:35]=[CH:36][CH:37]=3)[C:32]([O:39][C:40]3[CH:45]=[CH:44][N:43]=[C:42]([NH:46][C:47]4[CH:48]=[C:49]([CH:62]=[C:63]([O:65][CH3:66])[CH:64]=4)[C:50]([NH:52][CH2:53][CH2:54][N:55]4[CH2:60][CH2:59][N:58]([CH3:61])[CH2:57][CH2:56]4)=[O:51])[CH:41]=3)=[CH:31][CH:30]=2)[CH:15]=1)([CH3:19])([CH3:17])[CH3:18], predict the reactants needed to synthesize it. (2) Given the product [NH2:1][C:2]1[C:7]2[C:8](=[O:31])[N:9]([C:13]3[CH:14]=[CH:15][C:16]([N:19]4[CH:23]=[CH:22][N:21]([CH2:24][C:25]([OH:27])=[O:26])[C:20]4=[O:30])=[CH:17][CH:18]=3)[CH2:10][CH2:11][O:12][C:6]=2[N:5]=[CH:4][N:3]=1, predict the reactants needed to synthesize it. The reactants are: [NH2:1][C:2]1[C:7]2[C:8](=[O:31])[N:9]([C:13]3[CH:18]=[CH:17][C:16]([N:19]4[CH:23]=[CH:22][N:21]([CH2:24][C:25]([O:27]CC)=[O:26])[C:20]4=[O:30])=[CH:15][CH:14]=3)[CH2:10][CH2:11][O:12][C:6]=2[N:5]=[CH:4][N:3]=1.O[Li].O.Cl. (3) Given the product [F:1][C:2]1[C:3]([CH3:16])=[C:4]([N:8]2[C:9]3[CH:14]=[CH:13][CH:12]=[CH:11][C:10]=3[NH:15][S:17]2(=[O:19])=[O:18])[CH:5]=[CH:6][CH:7]=1, predict the reactants needed to synthesize it. The reactants are: [F:1][C:2]1[C:3]([CH3:16])=[C:4]([NH:8][C:9]2[C:10]([NH2:15])=[CH:11][CH:12]=[CH:13][CH:14]=2)[CH:5]=[CH:6][CH:7]=1.[S:17](N)(N)(=[O:19])=[O:18].